Predict the reactants needed to synthesize the given product. From a dataset of Full USPTO retrosynthesis dataset with 1.9M reactions from patents (1976-2016). (1) Given the product [OH:8][C@@H:9]([C:11]1[O:12][C:13]2[C:18]([C:19](=[O:27])[C:20]=1[C:21]1[CH:22]=[CH:23][CH:24]=[CH:25][CH:26]=1)=[C:17]([CH3:28])[CH:16]=[CH:15][CH:14]=2)[CH3:10], predict the reactants needed to synthesize it. The reactants are: C([O:8][C@@H:9]([C:11]1[O:12][C:13]2[C:18]([C:19](=[O:27])[C:20]=1[C:21]1[CH:26]=[CH:25][CH:24]=[CH:23][CH:22]=1)=[C:17]([CH3:28])[CH:16]=[CH:15][CH:14]=2)[CH3:10])C1C=CC=CC=1.B(Br)(Br)Br. (2) Given the product [Si:8]([O:15][C@H:16]1[CH2:21][N:20]([C:22]([O:24][C:25]([CH3:27])([CH3:28])[CH3:26])=[O:23])[C@@H:19]([CH:29]=[CH2:4])[CH2:18][CH2:17]1)([C:11]([CH3:14])([CH3:12])[CH3:13])([CH3:9])[CH3:10], predict the reactants needed to synthesize it. The reactants are: ICI.[CH3:4][Al](C)C.[Si:8]([O:15][C@H:16]1[CH2:21][N:20]([C:22]([O:24][C:25]([CH3:28])([CH3:27])[CH3:26])=[O:23])[C@@H:19]([CH:29]=O)[CH2:18][CH2:17]1)([C:11]([CH3:14])([CH3:13])[CH3:12])([CH3:10])[CH3:9]. (3) Given the product [CH2:25]1[CH:24]2[CH2:23][C:22]3([NH:32][C:33]([NH:14][CH2:13][CH2:12][O:11][CH2:10][CH2:9][O:8][CH2:7][CH2:6][CH2:5][CH2:4][CH2:3][CH2:2][Cl:1])=[O:34])[CH2:29][CH:28]([CH2:30]2)[CH2:27][CH:26]1[CH2:31]3, predict the reactants needed to synthesize it. The reactants are: [Cl:1][CH2:2][CH2:3][CH2:4][CH2:5][CH2:6][CH2:7][O:8][CH2:9][CH2:10][O:11][CH2:12][CH2:13][NH2:14].C(N(CC)CC)C.[C:22]12([N:32]=[C:33]=[O:34])[CH2:31][CH:26]3[CH2:27][CH:28]([CH2:30][CH:24]([CH2:25]3)[CH2:23]1)[CH2:29]2. (4) Given the product [Br:1][C:2]1[CH:3]=[C:4]([CH:8]=[CH:9][C:10]=1[F:11])[C:5]([C:15]1[CH:14]=[C:13]([CH3:12])[C:18]2[NH:19][C:20](=[O:22])[O:21][C:17]=2[CH:16]=1)=[O:6], predict the reactants needed to synthesize it. The reactants are: [Br:1][C:2]1[CH:3]=[C:4]([CH:8]=[CH:9][C:10]=1[F:11])[C:5](Cl)=[O:6].[CH3:12][C:13]1[C:18]2[NH:19][C:20](=[O:22])[O:21][C:17]=2[CH:16]=[CH:15][CH:14]=1.[Cl-].[Cl-].[Cl-].[Al+3].